This data is from Full USPTO retrosynthesis dataset with 1.9M reactions from patents (1976-2016). The task is: Predict the reactants needed to synthesize the given product. (1) Given the product [C:43]([C:40]1[S:39][C:38]([C:36]([NH:35][C@@H:27]([CH2:26][C:23]2[CH:22]=[CH:21][C:20]([B:9]3[O:10][C:11]([CH3:16])([CH3:17])[C:12]([CH3:14])([CH3:15])[O:13]3)=[CH:25][CH:24]=2)[C:28]([NH:30][S:31]([CH3:34])(=[O:32])=[O:33])=[O:29])=[O:37])=[CH:42][CH:41]=1)([CH3:46])([CH3:44])[CH3:45], predict the reactants needed to synthesize it. The reactants are: [CH3:16][C:11]1([CH3:17])[C:12]([CH3:15])([CH3:14])[O:13][B:9]([B:9]2[O:13][C:12]([CH3:15])([CH3:14])[C:11]([CH3:17])([CH3:16])[O:10]2)[O:10]1.Br[C:20]1[CH:25]=[CH:24][C:23]([CH2:26][C@H:27]([NH:35][C:36]([C:38]2[S:39][C:40]([C:43]([CH3:46])([CH3:45])[CH3:44])=[CH:41][CH:42]=2)=[O:37])[C:28]([NH:30][S:31]([CH3:34])(=[O:33])=[O:32])=[O:29])=[CH:22][CH:21]=1.C([O-])(=O)C.[K+]. (2) Given the product [CH2:11]([N:10]1[C:5]2[CH:4]=[N:3][C:18]([C:19]([O:21][CH3:22])=[O:20])=[CH:17][C:6]=2[C:7](=[O:16])[N:8]([CH2:14][CH3:15])[C:9]1=[O:13])[CH3:12], predict the reactants needed to synthesize it. The reactants are: CN(C)[N:3]=[CH:4][C:5]1[N:10]([CH2:11][CH3:12])[C:9](=[O:13])[N:8]([CH2:14][CH3:15])[C:7](=[O:16])[C:6]=1/[CH:17]=[CH:18]/[C:19]([O:21][CH3:22])=[O:20]. (3) Given the product [Cl:1][C:2]1[CH:7]=[CH:6][C:5]([C:26]2[CH:31]=[N:30][CH:29]=[C:28]([NH:41][C:40]#[N:39])[N:27]=2)=[CH:4][C:3]=1[C:11]([NH:13][CH2:14][C:15]12[CH2:24][CH:19]3[CH2:20][CH:21]([CH2:23][CH:17]([CH2:18]3)[CH2:16]1)[CH2:22]2)=[O:12], predict the reactants needed to synthesize it. The reactants are: [Cl:1][C:2]1[CH:7]=[CH:6][C:5](B(O)O)=[CH:4][C:3]=1[C:11]([NH:13][CH2:14][C:15]12[CH2:24][CH:19]3[CH2:20][CH:21]([CH2:23][CH:17]([CH2:18]3)[CH2:16]1)[CH2:22]2)=[O:12].Cl[C:26]1[CH:31]=[N:30][CH:29]=[C:28](Cl)[N:27]=1.C(=O)([O-])[O-].[K+].[K+].[N:39]#[C:40][NH2:41].[Na]. (4) The reactants are: Cl[C:2]1[N:7]2[N:8]=[CH:9][C:10]([C:11]([O:13][CH2:14][CH3:15])=[O:12])=[C:6]2[N:5]=[CH:4][C:3]=1[C:16]([N:18]1[CH2:23][CH2:22][C:21]2([C:31]3[C:26](=[CH:27][CH:28]=[CH:29][CH:30]=3)[CH:25]=[C:24]2[CH3:32])[CH2:20][CH2:19]1)=[O:17].[NH2:33][C:34]1[CH:39]=[CH:38][CH:37]=[CH:36][CH:35]=1. Given the product [CH2:14]([O:13][C:11]([C:10]1[CH:9]=[N:8][N:7]2[C:2]([NH:33][C:34]3[CH:39]=[CH:38][CH:37]=[CH:36][CH:35]=3)=[C:3]([C:16]([N:18]3[CH2:19][CH2:20][C:21]4([C:31]5[C:26](=[CH:27][CH:28]=[CH:29][CH:30]=5)[CH:25]=[C:24]4[CH3:32])[CH2:22][CH2:23]3)=[O:17])[CH:4]=[N:5][C:6]=12)=[O:12])[CH3:15], predict the reactants needed to synthesize it. (5) Given the product [NH2:51][C:47]1([C:44]2[CH:43]=[CH:42][C:41]([C:39]3[O:40][C:34]4[C:33](=[O:65])[N:32]([CH2:31][CH2:30][F:29])[CH:37]=[CH:36][C:35]=4[C:38]=3[C:59]3[CH:60]=[CH:61][CH:62]=[CH:63][CH:64]=3)=[CH:46][CH:45]=2)[CH2:50][CH2:49][CH2:48]1, predict the reactants needed to synthesize it. The reactants are: NC1(C2C=CC(C3OC4C(=O)N(C)C=CC=4C=3C3C=CC=CC=3)=CC=2)CCC1.[F:29][CH2:30][CH2:31][N:32]1[CH:37]=[CH:36][C:35]2[C:38]([C:59]3[CH:64]=[CH:63][CH:62]=[CH:61][CH:60]=3)=[C:39]([C:41]3[CH:46]=[CH:45][C:44]([C:47]4([NH:51]C(=O)OC(C)(C)C)[CH2:50][CH2:49][CH2:48]4)=[CH:43][CH:42]=3)[O:40][C:34]=2[C:33]1=[O:65]. (6) The reactants are: [CH3:1][C:2]1[CH:3]=[CH:4][C:5]([N+:19]([O-:21])=[O:20])=[C:6](/[CH:8]=[C:9](/[C:12]2[CH:13]=[N:14][C:15]([CH3:18])=[CH:16][CH:17]=2)\[C:10]#[N:11])[CH:7]=1.[BH4-].[Na+]. Given the product [CH3:1][C:2]1[CH:3]=[CH:4][C:5]([N+:19]([O-:21])=[O:20])=[C:6]([CH2:8][CH:9]([C:12]2[CH:13]=[N:14][C:15]([CH3:18])=[CH:16][CH:17]=2)[C:10]#[N:11])[CH:7]=1, predict the reactants needed to synthesize it.